This data is from Peptide-MHC class II binding affinity with 134,281 pairs from IEDB. The task is: Regression. Given a peptide amino acid sequence and an MHC pseudo amino acid sequence, predict their binding affinity value. This is MHC class II binding data. (1) The peptide sequence is VPPADKYKTFEAAFT. The MHC is DRB1_0301 with pseudo-sequence DRB1_0301. The binding affinity (normalized) is 0. (2) The peptide sequence is TFDGRGAQVYIGNGG. The MHC is HLA-DPA10103-DPB10401 with pseudo-sequence HLA-DPA10103-DPB10401. The binding affinity (normalized) is 0.0548. (3) The peptide sequence is EKKYFAATQFEWLAA. The MHC is DRB1_1602 with pseudo-sequence DRB1_1602. The binding affinity (normalized) is 0.614.